This data is from Forward reaction prediction with 1.9M reactions from USPTO patents (1976-2016). The task is: Predict the product of the given reaction. (1) Given the reactants Cl.[CH2:2]([O:9][C:10]([N:12]1[CH2:17][CH2:16][CH2:15][C@@H:14]([NH:18]C(OC(C)(C)C)=O)[CH2:13]1)=[O:11])[C:3]1[CH:8]=[CH:7][CH:6]=[CH:5][CH:4]=1, predict the reaction product. The product is: [CH2:2]([O:9][C:10]([N:12]1[CH2:17][CH2:16][CH2:15][C@@H:14]([NH2:18])[CH2:13]1)=[O:11])[C:3]1[CH:8]=[CH:7][CH:6]=[CH:5][CH:4]=1. (2) Given the reactants Cl[C:2]1[N:7]=[C:6]([N:8]2[CH2:13][CH2:12][O:11][CH2:10][CH2:9]2)[CH:5]=[C:4]([C:14]2([S:17]([CH3:20])(=[O:19])=[O:18])[CH2:16][CH2:15]2)[N:3]=1.C(=O)([O-])[O-].[Na+].[Na+].[NH:27]1[C:35]2[C:30](=[C:31](B(O)O)[CH:32]=[CH:33][CH:34]=2)[CH:29]=[CH:28]1.COCCOC, predict the reaction product. The product is: [CH3:20][S:17]([C:14]1([C:4]2[CH:5]=[C:6]([N:8]3[CH2:13][CH2:12][O:11][CH2:10][CH2:9]3)[N:7]=[C:2]([C:31]3[CH:32]=[CH:33][CH:34]=[C:35]4[C:30]=3[CH:29]=[CH:28][NH:27]4)[N:3]=2)[CH2:16][CH2:15]1)(=[O:19])=[O:18]. (3) Given the reactants [N+:1]([C:4]1[CH:9]=[CH:8][CH:7]=[CH:6][C:5]=1[C:10]1[CH:15]=[C:14]([F:16])[CH:13]=[CH:12][C:11]=1[O:17][CH3:18])([O-])=O.P(OCC)(OCC)OCC, predict the reaction product. The product is: [F:16][C:14]1[C:15]2[NH:1][C:4]3[C:5](=[CH:6][CH:7]=[CH:8][CH:9]=3)[C:10]=2[C:11]([O:17][CH3:18])=[CH:12][CH:13]=1.